This data is from Forward reaction prediction with 1.9M reactions from USPTO patents (1976-2016). The task is: Predict the product of the given reaction. (1) Given the reactants [NH2:1][C:2]1[CH:7]=[C:6]([C:8]([F:11])([F:10])[F:9])[CH:5]=[CH:4][C:3]=1[NH:12][C:13]1[CH:14]=[C:15]([CH:21]=[CH:22][CH:23]=1)[C:16]([O:18][CH2:19][CH3:20])=[O:17].[C:24](O)(=O)C.C(N)=N.C(=O)([O-])O.[Na+], predict the reaction product. The product is: [F:9][C:8]([F:10])([F:11])[C:6]1[CH:5]=[CH:4][C:3]2[N:12]([C:13]3[CH:14]=[C:15]([CH:21]=[CH:22][CH:23]=3)[C:16]([O:18][CH2:19][CH3:20])=[O:17])[CH:24]=[N:1][C:2]=2[CH:7]=1. (2) Given the reactants [CH3:1][O:2][C:3]1[CH:4]=[C:5]([C:11]2[CH2:15][O:14][C:13](=[O:16])[C:12]=2[C:17]2[C:22]([F:23])=[CH:21][C:20]([F:24])=[CH:19][C:18]=2[F:25])[CH:6]=[C:7]([O:9][CH3:10])[CH:8]=1.C.C(OCC)(=[O:29])C, predict the reaction product. The product is: [CH3:10][O:9][C:7]1[CH:6]=[C:5]([C:11]2[CH:15]([OH:29])[O:14][C:13](=[O:16])[C:12]=2[C:17]2[C:22]([F:23])=[CH:21][C:20]([F:24])=[CH:19][C:18]=2[F:25])[CH:4]=[C:3]([O:2][CH3:1])[CH:8]=1.